Predict the reactants needed to synthesize the given product. From a dataset of Full USPTO retrosynthesis dataset with 1.9M reactions from patents (1976-2016). (1) The reactants are: Cl[CH2:2][CH2:3][CH2:4][C:5]([C:7]1[S:11][CH:10]=[C:9]([C:12]([O:14][CH3:15])=[O:13])[C:8]=1[CH3:16])=[O:6].[CH3:17][N:18]1[CH2:23][CH2:22][NH:21][CH2:20][CH2:19]1. Given the product [CH3:16][C:8]1[C:9]([C:12]([O:14][CH3:15])=[O:13])=[CH:10][S:11][C:7]=1[C:5](=[O:6])[CH2:4][CH2:3][CH2:2][N:21]1[CH2:22][CH2:23][N:18]([CH3:17])[CH2:19][CH2:20]1, predict the reactants needed to synthesize it. (2) The reactants are: [CH3:1][O:2][C:3](=[O:44])[CH:4]([C:6]1[CH:11]=[CH:10][CH:9]=[CH:8][C:7]=1[C:12]#[C:13][C:14]1[C:19]([C:20]([F:23])([F:22])[F:21])=[CH:18][N:17]=[C:16]([NH:24][C:25]2[CH:30]=[CH:29][C:28]([CH:31]3[CH2:36][CH2:35][N:34]([C:37]([O:39][C:40]([CH3:43])([CH3:42])[CH3:41])=[O:38])[CH2:33][CH2:32]3)=[CH:27][CH:26]=2)[N:15]=1)[CH3:5]. Given the product [CH3:1][O:2][C:3](=[O:44])[CH:4]([C:6]1[CH:11]=[CH:10][CH:9]=[CH:8][C:7]=1[CH2:12][CH2:13][C:14]1[C:19]([C:20]([F:22])([F:23])[F:21])=[CH:18][N:17]=[C:16]([NH:24][C:25]2[CH:30]=[CH:29][C:28]([CH:31]3[CH2:36][CH2:35][N:34]([C:37]([O:39][C:40]([CH3:41])([CH3:43])[CH3:42])=[O:38])[CH2:33][CH2:32]3)=[CH:27][CH:26]=2)[N:15]=1)[CH3:5], predict the reactants needed to synthesize it. (3) Given the product [NH2:1][C:2]1[C:3]([F:10])=[CH:4][C:5]([Cl:9])=[C:6]([CH:7]=1)[O:8][C:18]1[N:23]=[CH:22][CH:21]=[CH:20][N:19]=1, predict the reactants needed to synthesize it. The reactants are: [NH2:1][C:2]1[C:3]([F:10])=[CH:4][C:5]([Cl:9])=[C:6]([OH:8])[CH:7]=1.C(=O)([O-])[O-].[K+].[K+].Cl[C:18]1[N:23]=[CH:22][CH:21]=[CH:20][N:19]=1.CS(C)=O. (4) The reactants are: Cl[C:2]1[C:11]2[C:6](=[CH:7][CH:8]=[CH:9][CH:10]=2)[C:5]([N:12]2[CH2:17][CH2:16][N:15]([C:18]([C:20]3[CH:25]=[CH:24][CH:23]=[CH:22][CH:21]=3)=[O:19])[CH2:14][C@H:13]2[CH3:26])=[N:4][N:3]=1.[O:27]1[CH2:32][CH2:31][CH2:30][CH2:29][CH:28]1[O:33][CH2:34][CH2:35][C:36]1[CH:41]=[CH:40][C:39](B(O)O)=[CH:38][CH:37]=1.C(=O)([O-])[O-].[Na+].[Na+]. Given the product [CH3:26][C@H:13]1[N:12]([C:5]2[C:6]3[C:11](=[CH:10][CH:9]=[CH:8][CH:7]=3)[C:2]([C:39]3[CH:40]=[CH:41][C:36]([CH2:35][CH2:34][O:33][CH:28]4[CH2:29][CH2:30][CH2:31][CH2:32][O:27]4)=[CH:37][CH:38]=3)=[N:3][N:4]=2)[CH2:17][CH2:16][N:15]([C:18]([C:20]2[CH:25]=[CH:24][CH:23]=[CH:22][CH:21]=2)=[O:19])[CH2:14]1, predict the reactants needed to synthesize it.